The task is: Regression. Given two drug SMILES strings and cell line genomic features, predict the synergy score measuring deviation from expected non-interaction effect.. This data is from NCI-60 drug combinations with 297,098 pairs across 59 cell lines. (1) Drug 1: CCC(=C(C1=CC=CC=C1)C2=CC=C(C=C2)OCCN(C)C)C3=CC=CC=C3.C(C(=O)O)C(CC(=O)O)(C(=O)O)O. Drug 2: CCN(CC)CCNC(=O)C1=C(NC(=C1C)C=C2C3=C(C=CC(=C3)F)NC2=O)C. Cell line: COLO 205. Synergy scores: CSS=3.14, Synergy_ZIP=2.00, Synergy_Bliss=5.10, Synergy_Loewe=0.176, Synergy_HSA=1.34. (2) Drug 1: CC1=C2C(C(=O)C3(C(CC4C(C3C(C(C2(C)C)(CC1OC(=O)C(C(C5=CC=CC=C5)NC(=O)OC(C)(C)C)O)O)OC(=O)C6=CC=CC=C6)(CO4)OC(=O)C)OC)C)OC. Drug 2: C1CC(=O)NC(=O)C1N2CC3=C(C2=O)C=CC=C3N. Cell line: SF-539. Synergy scores: CSS=37.5, Synergy_ZIP=-8.81, Synergy_Bliss=-15.2, Synergy_Loewe=-32.1, Synergy_HSA=-13.1.